Dataset: Reaction yield outcomes from USPTO patents with 853,638 reactions. Task: Predict the reaction yield, written as a fraction of the theoretical maximum amount of product (1.0 means a 100% yield; for example, 0.34 means a 34% yield). (1) The reactants are [C:1](/[N:3]=[C:4](\SC)/[NH:5][C:6]1[CH:11]=[C:10]([Cl:12])[C:9]([C:13]#[N:14])=[C:8]([Cl:15])[CH:7]=1)#[N:2].[NH2:18][NH2:19]. The catalyst is C(O)C. The product is [NH2:2][C:1]1[NH:19][N:18]=[C:4]([NH:5][C:6]2[CH:11]=[C:10]([Cl:12])[C:9]([C:13]#[N:14])=[C:8]([Cl:15])[CH:7]=2)[N:3]=1. The yield is 0.710. (2) The reactants are CC([Si](C)(C)[O:6][CH:7]1[CH2:10][C:9]2([CH2:14][CH:13]([C:15]([O:17][CH2:18][CH3:19])=[O:16])[N:12]([C:20]([O:22][CH2:23][C:24]3[CH:29]=[CH:28][CH:27]=[CH:26][CH:25]=3)=[O:21])[CH2:11]2)[CH2:8]1)(C)C.C(O)(=O)C.CCCC[N+](CCCC)(CCCC)CCCC.[F-]. The catalyst is C1COCC1. The product is [OH:6][CH:7]1[CH2:8][C:9]2([CH2:14][CH:13]([C:15]([O:17][CH2:18][CH3:19])=[O:16])[N:12]([C:20]([O:22][CH2:23][C:24]3[CH:25]=[CH:26][CH:27]=[CH:28][CH:29]=3)=[O:21])[CH2:11]2)[CH2:10]1. The yield is 1.00. (3) The reactants are Cl[C:2]1[C:3]([C:12]([F:15])([F:14])[F:13])=[CH:4][C:5]([N+:9]([O-:11])=[O:10])=[C:6]([NH2:8])[CH:7]=1.[F:16][C:17]([F:21])([F:20])[CH2:18][OH:19].[OH-].[K+].Cl. The catalyst is CS(C)=O.O. The product is [N+:9]([C:5]1[CH:4]=[C:3]([C:12]([F:15])([F:14])[F:13])[C:2]([O:19][CH2:18][C:17]([F:21])([F:20])[F:16])=[CH:7][C:6]=1[NH2:8])([O-:11])=[O:10]. The yield is 0.980. (4) The reactants are [N+:1]([C:4]1[CH:5]=[C:6]([CH:10]=[CH:11][CH:12]=1)[C:7](Cl)=[O:8])([O-:3])=[O:2].[NH2:13][C:14]1[CH:15]=[N:16][CH:17]=[CH:18][C:19]=1[OH:20].C([O-])([O-])=O.[Na+].[Na+]. The catalyst is N1C=CC=CC=1. The product is [OH:20][C:19]1[CH:18]=[CH:17][N:16]=[CH:15][C:14]=1[NH:13][C:7](=[O:8])[C:6]1[CH:10]=[CH:11][CH:12]=[C:4]([N+:1]([O-:3])=[O:2])[CH:5]=1. The yield is 0.660.